From a dataset of Full USPTO retrosynthesis dataset with 1.9M reactions from patents (1976-2016). Predict the reactants needed to synthesize the given product. (1) Given the product [CH3:10][O:11][C:12]1[CH:19]=[CH:18][C:15]([CH2:16][O:1][C:2]2[CH:9]=[CH:8][C:5]([CH:6]=[O:7])=[CH:4][CH:3]=2)=[CH:14][CH:13]=1, predict the reactants needed to synthesize it. The reactants are: [OH:1][C:2]1[CH:9]=[CH:8][C:5]([CH:6]=[O:7])=[CH:4][CH:3]=1.[CH3:10][O:11][C:12]1[CH:19]=[CH:18][C:15]([CH2:16]Cl)=[CH:14][CH:13]=1.C(=O)([O-])[O-].[K+].[K+]. (2) The reactants are: O(CCCC(O)=O)C1C=CC=CC=1.[N:14]1[C:23]2[C:22]3[CH:24]=[CH:25][CH:26]=[CH:27][C:21]=3[O:20][CH2:19][CH2:18][C:17]=2[S:16][C:15]=1[C:28]([OH:30])=O.[OH-].[Na+].[Cl:33][C:34]1[CH:41]=[CH:40][CH:39]=[CH:38][C:35]=1[NH:36][CH3:37]. Given the product [Cl:33][C:34]1[CH:41]=[CH:40][CH:39]=[CH:38][C:35]=1[N:36]([CH3:37])[C:28]([C:15]1[S:16][C:17]2[CH2:18][CH2:19][O:20][C:21]3[CH:27]=[CH:26][CH:25]=[CH:24][C:22]=3[C:23]=2[N:14]=1)=[O:30], predict the reactants needed to synthesize it. (3) Given the product [CH:20]([N:16]1[C:15]([C:9]2[S:10][C:11]3[CH2:12][CH2:13][O:14][C:5]4[CH:4]=[CH:3][C:2]([C:29]5[CH:30]=[N:31][C:26]([O:25][CH3:24])=[CH:27][CH:28]=5)=[CH:23][C:6]=4[C:7]=3[N:8]=2)=[N:19][CH:18]=[N:17]1)([CH3:22])[CH3:21], predict the reactants needed to synthesize it. The reactants are: Br[C:2]1[CH:3]=[CH:4][C:5]2[O:14][CH2:13][CH2:12][C:11]3[S:10][C:9]([C:15]4[N:16]([CH:20]([CH3:22])[CH3:21])[N:17]=[CH:18][N:19]=4)=[N:8][C:7]=3[C:6]=2[CH:23]=1.[CH3:24][O:25][C:26]1[N:31]=[CH:30][C:29](B(O)O)=[CH:28][CH:27]=1. (4) Given the product [Br:6][C:7]1[C:16]2[C:11](=[CH:12][CH:13]=[CH:14][C:15]=2[N+:1]([O-:4])=[O:2])[CH:10]=[N:9][CH:8]=1, predict the reactants needed to synthesize it. The reactants are: [N+:1]([O-:4])([O-])=[O:2].[K+].[Br:6][C:7]1[C:16]2[C:11](=[CH:12][CH:13]=[CH:14][CH:15]=2)[CH:10]=[N:9][CH:8]=1. (5) The reactants are: [N:1]1([CH2:6][CH2:7][CH2:8][CH2:9][C:10]2[CH:15]=[CH:14][C:13]([OH:16])=[CH:12][CH:11]=2)[CH:5]=[CH:4][N:3]=[N:2]1.[H-].[Na+].Cl[CH2:20][C:21]1[CH:22]=[CH:23][C:24]([C:27]2[CH:32]=[CH:31][C:30]([Cl:33])=[CH:29][CH:28]=2)=[N:25][CH:26]=1.O. Given the product [Cl:33][C:30]1[CH:29]=[CH:28][C:27]([C:24]2[CH:23]=[CH:22][C:21]([CH2:20][O:16][C:13]3[CH:12]=[CH:11][C:10]([CH2:9][CH2:8][CH2:7][CH2:6][N:1]4[CH:5]=[CH:4][N:3]=[N:2]4)=[CH:15][CH:14]=3)=[CH:26][N:25]=2)=[CH:32][CH:31]=1, predict the reactants needed to synthesize it. (6) Given the product [C:35]([O:34][C:32]([NH:31][C@H:14]([C:15]([NH:17][C@H:18]([CH2:29][OH:30])[CH2:19][CH2:20][NH:21][C:22]([O:24][C:25]([CH3:28])([CH3:27])[CH3:26])=[O:23])=[O:16])[CH2:13][CH2:12][CH2:11][NH2:10])=[O:33])([CH3:38])([CH3:37])[CH3:36], predict the reactants needed to synthesize it. The reactants are: C(OC(=O)[NH:10][CH2:11][CH2:12][CH2:13][C@H:14]([NH:31][C:32]([O:34][C:35]([CH3:38])([CH3:37])[CH3:36])=[O:33])[C:15]([NH:17][C@H:18]([CH2:29][OH:30])[CH2:19][CH2:20][NH:21][C:22]([O:24][C:25]([CH3:28])([CH3:27])[CH3:26])=[O:23])=[O:16])C1C=CC=CC=1.